Dataset: Reaction yield outcomes from USPTO patents with 853,638 reactions. Task: Predict the reaction yield, written as a fraction of the theoretical maximum amount of product (1.0 means a 100% yield; for example, 0.34 means a 34% yield). (1) The catalyst is N.[Ni]. The yield is 0.410. The reactants are [C:1]([CH2:3][CH2:4][C:5]1([C:18]([O:20]CC)=O)[CH2:10][CH2:9][N:8]([C:11]([O:13][C:14]([CH3:17])([CH3:16])[CH3:15])=[O:12])[CH2:7][CH2:6]1)#[N:2]. The product is [O:20]=[C:18]1[C:5]2([CH2:10][CH2:9][N:8]([C:11]([O:13][C:14]([CH3:17])([CH3:16])[CH3:15])=[O:12])[CH2:7][CH2:6]2)[CH2:4][CH2:3][CH2:1][NH:2]1. (2) The reactants are [Br:1][C:2]1[CH:7]=[CH:6][C:5]([SH:8])=[CH:4][CH:3]=1.CS(O[CH:14]1[CH2:19][CH2:18][CH2:17][N:16]([C:20]([O:22][C:23]([CH3:26])([CH3:25])[CH3:24])=[O:21])[CH2:15]1)(=O)=O.C([O-])([O-])=O.[K+].[K+]. The catalyst is CN(C=O)C.O. The product is [Br:1][C:2]1[CH:7]=[CH:6][C:5]([S:8][CH:18]2[CH2:19][CH2:14][CH2:15][N:16]([C:20]([O:22][C:23]([CH3:26])([CH3:25])[CH3:24])=[O:21])[CH2:17]2)=[CH:4][CH:3]=1. The yield is 0.180. (3) The reactants are C([O:3][C:4](=[O:33])[C:5]1[CH:10]=[CH:9][C:8]([C:11]([F:14])([F:13])[F:12])=[CH:7][C:6]=1[C:15]1[CH:24]=[C:23]2[C:18]([C@H:19]([OH:32])[C@@H:20]([CH2:25][C:26]3[CH:31]=[CH:30][CH:29]=[CH:28][CH:27]=3)[CH2:21][O:22]2)=[CH:17][CH:16]=1)C.[OH-].[Na+]. The catalyst is C(O)(C)C.O.C(OC(C)C)(C)C. The product is [CH2:25]([C@@H:20]1[C@@H:19]([OH:32])[C:18]2[C:23](=[CH:24][C:15]([C:6]3[CH:7]=[C:8]([C:11]([F:14])([F:12])[F:13])[CH:9]=[CH:10][C:5]=3[C:4]([OH:33])=[O:3])=[CH:16][CH:17]=2)[O:22][CH2:21]1)[C:26]1[CH:27]=[CH:28][CH:29]=[CH:30][CH:31]=1. The yield is 0.550. (4) The reactants are [C:12]([O:11][C:9](O[C:9]([O:11][C:12]([CH3:15])([CH3:14])[CH3:13])=[O:10])=[O:10])([CH3:15])([CH3:14])[CH3:13].[N+:16]([C:19]1[CH:24]=[CH:23][C:22]([CH2:25][CH2:26][CH2:27][NH:28][CH2:29][CH2:30][NH:31][S:32]([C:35]2[C:36]3[CH:37]=[CH:38][N:39]=[CH:40][C:41]=3[CH:42]=[C:43]([Br:45])[CH:44]=2)(=[O:34])=[O:33])=[CH:21][CH:20]=1)([O-:18])=[O:17]. The catalyst is C(Cl)Cl. The product is [C:12]([O:11][C:9](=[O:10])[N:28]([CH2:29][CH2:30][NH:31][S:32]([C:35]1[C:36]2[CH:37]=[CH:38][N:39]=[CH:40][C:41]=2[CH:42]=[C:43]([Br:45])[CH:44]=1)(=[O:34])=[O:33])[CH2:27][CH2:26][CH2:25][C:22]1[CH:21]=[CH:20][C:19]([N+:16]([O-:18])=[O:17])=[CH:24][CH:23]=1)([CH3:13])([CH3:14])[CH3:15]. The yield is 0.910.